The task is: Predict the reactants needed to synthesize the given product.. This data is from Full USPTO retrosynthesis dataset with 1.9M reactions from patents (1976-2016). Given the product [CH3:1][C:2]1[C:3]([NH:22][C@H:23]2[CH2:28][CH2:27][CH2:26][NH:25][CH2:24]2)=[N:4][C:5]2[C:10](=[CH:9][CH:8]=[CH:7][C:6]=2[C:12]2[NH:20][C:19]3[CH2:18][CH2:17][NH:16][C:15](=[O:21])[C:14]=3[CH:13]=2)[N:11]=1, predict the reactants needed to synthesize it. The reactants are: [CH3:1][C:2]1[C:3]([NH:22][C@H:23]2[CH2:28][CH2:27][CH2:26][N:25](C(OC(C)(C)C)=O)[CH2:24]2)=[N:4][C:5]2[C:10]([N:11]=1)=[CH:9][CH:8]=[CH:7][C:6]=2[C:12]1[NH:20][C:19]2[CH2:18][CH2:17][NH:16][C:15](=[O:21])[C:14]=2[CH:13]=1.C(O)(C(F)(F)F)=O.